This data is from Forward reaction prediction with 1.9M reactions from USPTO patents (1976-2016). The task is: Predict the product of the given reaction. (1) Given the reactants [CH3:1][CH2:2][CH3:3].[Br:4][Br:5], predict the reaction product. The product is: [Br:4][Br:5].[Br:4][CH:2]([CH3:3])[CH3:1].[Br:4][CH2:1][CH2:2][CH3:3]. (2) Given the reactants C1C=CC2N(O)[N:8]=[N:7]C=2C=1.CCN=C=NCCCN(C)C.[Cl:22][C:23]1[CH:24]=[C:25]([CH:29]=[CH:30][N:31]=1)[C:26](O)=[O:27].O.NN, predict the reaction product. The product is: [Cl:22][C:23]1[CH:24]=[C:25]([CH:29]=[CH:30][N:31]=1)[C:26]([NH:7][NH2:8])=[O:27]. (3) Given the reactants C(Cl)Cl.CO.[NH4+].[OH-].[CH2:8]([N:15]1[CH2:20][CH2:19][NH:18][CH:17]([CH2:21][C:22]2N(S(C3C=CC(C)=CC=3)(=O)=O)[C:24]3[C:29]([CH:30]=2)=CC=[CH:26][CH:25]=3)[CH2:16]1)[C:9]1[CH:14]=[CH:13][CH:12]=[CH:11][CH:10]=1, predict the reaction product. The product is: [NH:15]1[CH2:20][CH2:19][NH:18][CH2:17][CH2:16]1.[CH2:8]([N:15]1[CH2:20][CH2:19][NH:18][CH:17]([CH2:21][C:22]2[CH:30]=[CH:29][CH:24]=[CH:25][CH:26]=2)[CH2:16]1)[C:9]1[CH:10]=[CH:11][CH:12]=[CH:13][CH:14]=1. (4) Given the reactants [CH3:1][O:2][C:3]1[CH:4]=[C:5]([C:9](=[O:11])[CH3:10])[CH:6]=[CH:7][CH:8]=1.C(O)(=O)C.[Br:16]Br, predict the reaction product. The product is: [Br:16][CH2:10][C:9]([C:5]1[CH:6]=[CH:7][CH:8]=[C:3]([O:2][CH3:1])[CH:4]=1)=[O:11].